From a dataset of Full USPTO retrosynthesis dataset with 1.9M reactions from patents (1976-2016). Predict the reactants needed to synthesize the given product. Given the product [CH:34]1([NH:39][C:2]2[N:7]3[N:8]=[C:9]([C:23]4[O:24][CH:25]=[CH:26][CH:27]=4)[C:10]([C:11]4[CH:16]=[CH:15][N:14]=[C:13]([NH:17][CH:18]5[CH2:22][CH2:21][CH2:20][CH2:19]5)[N:12]=4)=[C:6]3[CH:5]=[CH:4][CH:3]=2)[CH2:38][CH2:37][CH2:36][CH2:35]1, predict the reactants needed to synthesize it. The reactants are: Cl[C:2]1[N:7]2[N:8]=[C:9]([C:23]3[O:24][CH:25]=[CH:26][CH:27]=3)[C:10]([C:11]3[CH:16]=[CH:15][N:14]=[C:13]([NH:17][CH:18]4[CH2:22][CH2:21][CH2:20][CH2:19]4)[N:12]=3)=[C:6]2[CH:5]=[CH:4][CH:3]=1.C(OCC)(=O)C.[CH:34]1([NH2:39])[CH2:38][CH2:37][CH2:36][CH2:35]1.